From a dataset of Catalyst prediction with 721,799 reactions and 888 catalyst types from USPTO. Predict which catalyst facilitates the given reaction. Reactant: [F:1][C:2]1[CH:11]=[CH:10][C:9]([O:12][CH2:13][CH2:14][CH3:15])=[C:8]2[C:3]=1[C:4](=[O:24])[C:5]([C:16]1[CH:21]=[CH:20][C:19]([O:22]C)=[CH:18][CH:17]=1)=[CH:6][NH:7]2.B(Br)(Br)Br. Product: [F:1][C:2]1[CH:11]=[CH:10][C:9]([O:12][CH2:13][CH2:14][CH3:15])=[C:8]2[C:3]=1[C:4](=[O:24])[C:5]([C:16]1[CH:17]=[CH:18][C:19]([OH:22])=[CH:20][CH:21]=1)=[CH:6][NH:7]2. The catalyst class is: 4.